Dataset: Drug-target binding data from BindingDB using IC50 measurements. Task: Regression. Given a target protein amino acid sequence and a drug SMILES string, predict the binding affinity score between them. We predict pIC50 (pIC50 = -log10(IC50 in M); higher means more potent). Dataset: bindingdb_ic50. (1) The drug is CCC(C(=O)N[C@@H](CC(=O)O)C(=O)CSCc1ccccc1)n1ccnc(NCCOC)c1=O. The target protein (P29466) has sequence MADKVLKEKRKLFIRSMGEGTINGLLDELLQTRVLNKEEMEKVKRENATVMDKTRALIDSVIPKGAQACQICITYICEEDSYLAGTLGLSADQTSGNYLNMQDSQGVLSSFPAPQAVQDNPAMPTSSGSEGNVKLCSLEEAQRIWKQKSAEIYPIMDKSSRTRLALIICNEEFDSIPRRTGAEVDITGMTMLLQNLGYSVDVKKNLTASDMTTELEAFAHRPEHKTSDSTFLVFMSHGIREGICGKKHSEQVPDILQLNAIFNMLNTKNCPSLKDKPKVIIIQACRGDSPGVVWFKDSVGVSGNLSLPTTEEFEDDAIKKAHIEKDFIAFCSSTPDNVSWRHPTMGSVFIGRLIEHMQEYACSCDVEEIFRKVRFSFEQPDGRAQMPTTERVTLTRCFYLFPGH. The pIC50 is 8.9. (2) The compound is CC(C)CCC(=O)N1CCC(c2nc(-c3cccs3)no2)CC1. The target protein (P9WMC1) has sequence MTTSAASQASLPRGRRTARPSGDDRELAILATAENLLEDRPLADISVDDLAKGAGISRPTFYFYFPSKEAVLLTLLDRVVNQADMALQTLAENPADTDRENMWRTGINVFFETFGSHKAVTRAGQAARATSVEVAELWSTFMQKWIAYTAAVIDAERDRGAAPRTLPAHELATALNLMNERTLFASFAGEQPSVPEARVLDTLVHIWVTSIYGENR. The pIC50 is 6.0. (3) The small molecule is CCOC(=O)CNC(=O)CNC(=O)C(N)CC#CCN. The target protein sequence is MRLTNLLSLTTLVALAVAVPDFYQKREAVSSKEAALLRRDASAECVSNENVEIEAPKTNIWTSLAKEEVQEVLDLLHSTYNITEVTKADFFSNYVLWIETLKPNKTEALTYLDEDGDLPPRNARTVVYFGEGEEGYFEELKVGPLPVSDETTIEPLSFYNTNGKSKLPFEVGHLDRIKSAAKSSFLNKNLNTTIMRDVLEGLIGVPYEDMGCHSAAPQLHDPATGATVDYGTCNINTENDAENLVPTGFFFKFDMTGRDVSQWKMLEYIYNNKVYTSAEELYEAMQKDDFVTLPKIDVDNLDWTVIQRNDSAPIRHLDDRKSPRLVEPEGRRWAYDGEEEYFSWMDWGFYTSWSRDTGISFYDITFKGERIVYELSLQELIAEYGSDDPFNQHTFYSDISYGVGNRFSLVPGYDCPATAGYFTTDTFEYDEFYNRTLSYCVFENQEDYSLLRHTGASYSAITQNPTLNVRFISTIGNYDYNFLYKFFLDGTLEVSVRAAG.... The pIC50 is 2.5. (4) The compound is COc1ccc(-c2cc(C(=O)/C(C#N)=N/Nc3cc(C(F)(F)F)cc(C(F)(F)F)c3)no2)cc1. The target protein (O95398) has sequence MKVGWPGESCWQVGLAVEDSPALGAPRVGALPDVVPEGTLLNMVLRRMHRPRSCSYQLLLEHQRPSCIQGLRWTPLTNSEESLDFSESLEQASTERVLRAGRQLHRHLLATCPNLIRDRKYHLRLYRQCCSGRELVDGILALGLGVHSRSQVVGICQVLLDEGALCHVKHDWAFQDRDAQFYRFPGPEPEPVRTHEMEEELAEAVALLSQRGPDALLTVALRKPPGQRTDEELDLIFEELLHIKAVAHLSNSVKRELAAVLLFEPHSKAGTVLFSQGDKGTSWYIIWKGSVNVVTHGKGLVTTLHEGDDFGQLALVNDAPRAATIILREDNCHFLRVDKQDFNRIIKDVEAKTMRLEEHGKVVLVLERASQGAGPSRPPTPGRNRYTVMSGTPEKILELLLEAMGPDSSAHDPTETFLSDFLLTHRVFMPSAQLCAALLHHFHVEPAGGSEQERSTYVCNKRQQILRLVSQWVALYGSMLHTDPVATSFLQKLSDLVGRD.... The pIC50 is 5.2. (5) The small molecule is CC(=O)N1CCc2ccc(S(=O)(=O)NC(CC(C)C)C(=O)NCc3ccc(Cl)cc3)cc21. The target protein (P0C5S6) has sequence MFDFSLEAIVYAKAISLLATVAVVMMWLFYYCYRLKQKNEVIFGTHHAAYIAYSVCIIAWISSNAYFHTDLLPELGASAGMFMAKFANLASFFAFAFAYYFSCQLAAEQRKGKVHRWQQGIFVSLTVYSLFINLRPGLTVEHVDIVGPSQFIIEFGPHTSYFFIGLVSFVVLTLVNLVAMRTNSSKLTLAKTNYMIAGILVFMLSTAVIHLGMTYFMGDFSLTWLPPALSISEMLFVGYALLTSRFYSVKYIAYLALSVLLVCAIFVLPLGAIFIPLTESNQWLIAIPICALIGITWQLLYKKTSRYASFLIYGDKKTPVQQILSLEEDFKLSIDDAMRRLGKLLQIPNDKLRLVTSNYNETFYEEYLSSNRSVLVFDELSEELEYKVSAKRSMKALYDKMSSNNTALVMPLFGQGKSVTHLLISPHKSNNQMFSNEEISAVQTLLTRVQSTIEADRRIRQSRALANSIAHEMRNPLAQVQLQFEALKQHIENHAPVEQI.... The pIC50 is 5.6. (6) The small molecule is OCC1C(O)C(O)C(O)c2nccn21. The target protein sequence is MALQFRSLLLCMVLLLLGFALANTNAARTDPPIVCATLNRTHFDTLFPGFTFGAATAAYQLEGAANIDGRGPSVWDNFTHEHPEKITDGSNGDVAIDQYHRYKEDVAIMKDMGLDAYRFSISWSRLLPNGKLSGGINKKGIEYYNNLTNELLRNGIEPLVTLFHWDVPQALVDEYGGLLSPRIVDDFKAYADLCYKEFGDRVKHWTTLNEPYTISNHGYTIGIHAPGRCSDWYNPKCLGGDSGIEPYLVTHYLLLAHAAAVKLYREKYQAYQNGVIGITVVSHWFEPASESQQDKDAAFQALDFMYGWFMDPLTRGDYPQIMRSILGARLPNFTEEQSKSLSGSYDYIGVNYYSARYASAYPKDYSVTTPPSYLTDVHVNVTTDLNGVPIGPRAASDWLYVYPKGLYDLVLYTKEKYNDPIMYITENGMDEFNNPKLSLEQALNDGNRIDYYYRHLCYLQAAMKEGANVQGYFAWSLLDNFEWSEGYTVRFGINYIDYDN.... The pIC50 is 6.7. (7) The drug is COc1ccccc1OCCCOc1cccc(/C=C2\SC(=O)NC2=O)c1. The target protein sequence is APITAYAQQTRGLLGCIITGLTGRDKNQVEGEVQIVSTAAQTFLATCINGVCWTVYHGAGTRTIASSKGPVIQMYTNVDQDLVGWPAPQGARSLTPCTCGSSDLYLVTRHADVIPVRRRGDGRGSLLSPRPISYLKGSSGGPLLCPAGHAVGIFRAAVCTRGVAKAVDFIPVEGLETTMRSPVFSDNSSPPAVPQSYQVAHLHAPTGSGKSTKVPAAYAAQGYKVLVLNPSVAATLGFGAYMSKAHGIDPNIRTGVRTITTGSPITYSTYGKFLADGGCSGSAYDIIICDECHSTDATSILGIGTVLDQAETAGARLTVLATATPPGSVTVPHPNIEEVALSTTGEIPFYGKAIPLEAIKGGRHLIFCHSKKKCDELAAKLVALGVNAVAYYRGLDVSVIPASGDVVVVATDALMTGFTGDFDSVIDCNTCVTQTVDFSLDPTFTIETTTLPQDAVSRTQRRGRTGRGKPGIYRFVTPGERPSGMFDSSVLCECYDAGCA.... The pIC50 is 5.4.